From a dataset of Catalyst prediction with 721,799 reactions and 888 catalyst types from USPTO. Predict which catalyst facilitates the given reaction. (1) Reactant: [Cl:1][C:2]1[C:7]([NH:8]C([NH:8][C:7]2[C:2]([Cl:1])=[CH:3][CH:4]=[C:5]([O:23]C)[C:6]=2[F:22])=O)=[C:6]([F:22])[C:5]([O:23]C)=[CH:4][CH:3]=1.[OH-].[Na+]. Product: [NH2:8][C:7]1[C:6]([F:22])=[C:5]([OH:23])[CH:4]=[CH:3][C:2]=1[Cl:1]. The catalyst class is: 201. (2) Reactant: [CH3:1][C:2]1[O:6][N:5]=[C:4]([C:7]2[CH:12]=[CH:11][CH:10]=[CH:9][CH:8]=2)[C:3]=1[CH2:13][O:14][C:15]1[CH:23]=[CH:22][C:18]([C:19]([OH:21])=O)=[CH:17][N:16]=1.F[B-](F)(F)F.N1(OC(N(C)C)=[N+](C)C)C2C=CC=CC=2N=N1.C(N(CC)C(C)C)(C)C.[CH3:55][N:56]1[CH2:61][CH2:60][CH:59]([NH2:62])[CH2:58][CH2:57]1. Product: [CH3:1][C:2]1[O:6][N:5]=[C:4]([C:7]2[CH:8]=[CH:9][CH:10]=[CH:11][CH:12]=2)[C:3]=1[CH2:13][O:14][C:15]1[CH:23]=[CH:22][C:18]([C:19]([NH:62][CH:59]2[CH2:60][CH2:61][N:56]([CH3:55])[CH2:57][CH2:58]2)=[O:21])=[CH:17][N:16]=1. The catalyst class is: 3. (3) Product: [CH3:13][NH:12][C:10]([C:3]1[C:4]([CH3:9])=[N:5][C:6]([CH3:8])=[CH:7][C:2]=1[N:14]1[CH2:19][CH2:18][NH:17][CH2:16][CH2:15]1)=[O:11]. The catalyst class is: 17. Reactant: Cl[C:2]1[CH:7]=[C:6]([CH3:8])[N:5]=[C:4]([CH3:9])[C:3]=1[C:10]([NH:12][CH3:13])=[O:11].[NH:14]1[CH2:19][CH2:18][NH:17][CH2:16][CH2:15]1. (4) Reactant: Cl[CH2:2][C@H:3]([OH:30])[CH2:4][NH:5][C:6]([C:8]1[CH:9]=[N:10][N:11]2[CH:16]=[CH:15][C:14]([N:17]3[CH2:21][CH2:20][CH2:19][C@@H:18]3[C:22]3[C:23](=[O:29])[NH:24][CH:25]=[C:26]([F:28])[CH:27]=3)=[N:13][C:12]=12)=[O:7].C([O-])([O-])=O.[Cs+].[Cs+]. Product: [F:28][C:26]1[CH:27]=[C:22]2[C:23](=[N:24][CH:25]=1)[O:29][CH2:2][C@H:3]([OH:30])[CH2:4][NH:5][C:6](=[O:7])[C:8]1=[C:12]3[N:13]=[C:14]([CH:15]=[CH:16][N:11]3[N:10]=[CH:9]1)[N:17]1[C@@H:18]2[CH2:19][CH2:20][CH2:21]1. The catalyst class is: 3. (5) Reactant: [CH2:1]([C:9]1[CH:14]=[CH:13][C:12]([CH2:15][OH:16])=[CH:11][CH:10]=1)[CH2:2][C:3]1[CH:8]=[CH:7][CH:6]=[CH:5][CH:4]=1.C1(P(C2C=CC=CC=2)C2C=CC=CC=2)C=CC=CC=1.CCOC(/N=N/C(OCC)=O)=O.[C:48]([O:52][C:53]([N:55]1[C:63]2[C:58](=[CH:59][C:60](O)=[CH:61][CH:62]=2)[CH2:57][CH2:56]1)=[O:54])([CH3:51])([CH3:50])[CH3:49]. Product: [C:48]([O:52][C:53]([N:55]1[C:63]2[C:58](=[CH:59][C:60]([O:16][CH2:15][C:12]3[CH:11]=[CH:10][C:9]([CH2:1][CH2:2][C:3]4[CH:4]=[CH:5][CH:6]=[CH:7][CH:8]=4)=[CH:14][CH:13]=3)=[CH:61][CH:62]=2)[CH2:57][CH2:56]1)=[O:54])([CH3:51])([CH3:49])[CH3:50]. The catalyst class is: 1.